From a dataset of Peptide-MHC class II binding affinity with 134,281 pairs from IEDB. Regression. Given a peptide amino acid sequence and an MHC pseudo amino acid sequence, predict their binding affinity value. This is MHC class II binding data. (1) The peptide sequence is ATSLDTMAQMNQAFR. The MHC is DRB1_1101 with pseudo-sequence DRB1_1101. The binding affinity (normalized) is 0.284. (2) The peptide sequence is MWDPDVYLAFSGHRN. The MHC is DRB1_0802 with pseudo-sequence DRB1_0802. The binding affinity (normalized) is 0.113. (3) The peptide sequence is VIPANWKPDTVYTSK. The MHC is HLA-DQA10501-DQB10301 with pseudo-sequence HLA-DQA10501-DQB10301. The binding affinity (normalized) is 0.420. (4) The peptide sequence is VFHTLWHTTKGAALM. The MHC is DRB1_0404 with pseudo-sequence DRB1_0404. The binding affinity (normalized) is 0.0223.